From a dataset of Full USPTO retrosynthesis dataset with 1.9M reactions from patents (1976-2016). Predict the reactants needed to synthesize the given product. (1) Given the product [CH2:27]([NH:30][C:31]([N:4]1[C:5]2[CH:6]=[C:7]3[N:22]=[C:12]([C:13]4[CH:18]=[CH:17][C:16]([O:19][CH3:20])=[CH:15][CH:14]=4)[NH:11][C:8]3=[CH:9][C:10]=2[C:2]([CH3:26])([CH3:1])[C:3]1=[O:25])=[O:32])[CH2:28][CH3:29], predict the reactants needed to synthesize it. The reactants are: [CH3:1][C:2]1([CH3:26])[C:10]2[C:5](=[CH:6][C:7]([N+:22]([O-])=O)=[C:8]([NH:11][C:12](=O)[C:13]3[CH:18]=[CH:17][C:16]([O:19][CH3:20])=[CH:15][CH:14]=3)[CH:9]=2)[NH:4][C:3]1=[O:25].[CH2:27]([N:30]=[C:31]=[O:32])[CH2:28][CH3:29]. (2) Given the product [Cl:21][C:19]1[CH:18]=[CH:17][C:16]2[N:10]([CH2:9][C:8]([CH3:48])([CH3:49])[CH2:7][OH:6])[C:11](=[O:47])[C@@H:12]([CH2:32][C:33]([C:35]3[N:39]=[C:38]([CH2:40][CH2:41][C:42]([OH:44])=[O:43])[O:37][N:36]=3)=[O:34])[O:13][C@H:14]([C:22]3[CH:27]=[CH:26][CH:25]=[C:24]([O:28][CH3:29])[C:23]=3[O:30][CH3:31])[C:15]=2[CH:20]=1, predict the reactants needed to synthesize it. The reactants are: [OH-].[Na+].C([O:6][CH2:7][C:8]([CH3:49])([CH3:48])[CH2:9][N:10]1[C:16]2[CH:17]=[CH:18][C:19]([Cl:21])=[CH:20][C:15]=2[C@@H:14]([C:22]2[CH:27]=[CH:26][CH:25]=[C:24]([O:28][CH3:29])[C:23]=2[O:30][CH3:31])[O:13][C@H:12]([CH2:32][C:33]([C:35]2[N:39]=[C:38]([CH2:40][CH2:41][C:42]([O:44]CC)=[O:43])[O:37][N:36]=2)=[O:34])[C:11]1=[O:47])(=O)C.Cl. (3) Given the product [CH3:37][O:36][C:34]([N:29]1[CH2:28][CH2:27][N:26]([C:24]([C:6]2[N:5]([CH2:4][CH:3]([F:2])[F:32])[C:13]3[C:8]([CH:7]=2)=[CH:9][C:10]([O:14][CH:15]2[CH2:20][CH2:19][N:18]([CH:21]([CH3:23])[CH3:22])[CH2:17][CH2:16]2)=[CH:11][CH:12]=3)=[O:25])[CH2:31][CH2:30]1)=[O:35], predict the reactants needed to synthesize it. The reactants are: Cl.[F:2][CH:3]([F:32])[CH2:4][N:5]1[C:13]2[C:8](=[CH:9][C:10]([O:14][CH:15]3[CH2:20][CH2:19][N:18]([CH:21]([CH3:23])[CH3:22])[CH2:17][CH2:16]3)=[CH:11][CH:12]=2)[CH:7]=[C:6]1[C:24]([N:26]1[CH2:31][CH2:30][NH:29][CH2:28][CH2:27]1)=[O:25].Cl[C:34]([O:36][CH3:37])=[O:35]. (4) Given the product [NH2:1][C@H:2]([C:7]([OH:9])=[O:8])[CH2:3][CH2:4][CH2:12][CH2:11][NH2:10], predict the reactants needed to synthesize it. The reactants are: [NH2:1][C@H:2]([C:7]([OH:9])=[O:8])[CH2:3][C:4](O)=O.[NH2:10][C@H:11](C(O)=O)[CH2:12]CC(O)=O.